This data is from Reaction yield outcomes from USPTO patents with 853,638 reactions. The task is: Predict the reaction yield, written as a fraction of the theoretical maximum amount of product (1.0 means a 100% yield; for example, 0.34 means a 34% yield). (1) The reactants are [N:1]12[CH2:8][CH2:7][C:4]([C:9]([C:18]3[CH:23]=[CH:22][CH:21]=[C:20]([CH3:24])[CH:19]=3)([C:11]3[CH:16]=[CH:15][CH:14]=[C:13]([CH3:17])[CH:12]=3)[OH:10])([CH2:5][CH2:6]1)[CH2:3][CH2:2]2.[C:25]1([CH2:31][O:32][CH2:33][CH2:34][Br:35])[CH:30]=[CH:29][CH:28]=[CH:27][CH:26]=1. The catalyst is CC#N. The product is [Br-:35].[OH:10][C:9]([C:18]1[CH:23]=[CH:22][CH:21]=[C:20]([CH3:24])[CH:19]=1)([C:11]1[CH:16]=[CH:15][CH:14]=[C:13]([CH3:17])[CH:12]=1)[C:4]12[CH2:5][CH2:6][N+:1]([CH2:34][CH2:33][O:32][CH2:31][C:25]3[CH:30]=[CH:29][CH:28]=[CH:27][CH:26]=3)([CH2:8][CH2:7]1)[CH2:2][CH2:3]2. The yield is 0.110. (2) The reactants are [H-].[Al+3].[Li+].[H-].[H-].[H-].[F:7][C:8]1[CH:27]=[CH:26][C:11]([C:12]([C:14]2[CH:22]=[CH:21][C:17]([C:18](O)=[O:19])=[CH:16][C:15]=2[C:23](O)=[O:24])=O)=[CH:10][CH:9]=1.Cl. The catalyst is C1COCC1. The product is [F:7][C:8]1[CH:27]=[CH:26][C:11]([CH:12]2[C:14]3[C:15](=[CH:16][C:17]([CH2:18][OH:19])=[CH:21][CH:22]=3)[CH2:23][O:24]2)=[CH:10][CH:9]=1. The yield is 0.0800. (3) The reactants are [F:1][C:2]1[CH:7]=[C:6]([CH:8]([OH:10])[CH3:9])[CH:5]=[C:4]([F:11])[C:3]=1[C:12]1[N:17]=[C:16]([C:18]([O:20][CH3:21])=[O:19])[CH:15]=[CH:14][C:13]=1[F:22].F[C:24]1C=C(C(O)C)C=C(F)C=1C1N=C(C(O)=O)C=CC=1F.[H-].[Na+].IC. The catalyst is CN(C)C=O. The product is [F:1][C:2]1[CH:7]=[C:6]([CH:8]([O:10][CH3:24])[CH3:9])[CH:5]=[C:4]([F:11])[C:3]=1[C:12]1[N:17]=[C:16]([C:18]([O:20][CH3:21])=[O:19])[CH:15]=[CH:14][C:13]=1[F:22]. The yield is 0.630. (4) The reactants are [Cl:1][C:2]1[C:7]([OH:8])=[CH:6][CH:5]=[C:4]([CH2:9][OH:10])[N:3]=1.C([O-])(O)=O.[Na+].[I:16]I.OS([O-])(=O)=O.[Na+]. The catalyst is O. The product is [Cl:1][C:2]1[C:7]([OH:8])=[C:6]([I:16])[CH:5]=[C:4]([CH2:9][OH:10])[N:3]=1. The yield is 0.620. (5) The product is [CH3:38][C:2]1[C:3]([N:24]2[CH2:29][CH2:28][CH2:27][C@H:26]([NH:30][C:31](=[O:37])[O:32][C:33]([CH3:36])([CH3:35])[CH3:34])[CH2:25]2)=[N:4][C:5]([N:8]2[C:16]3[CH:15]=[C:14]([C:17]4[CH:22]=[N:21][CH:20]=[C:19]([CH3:23])[N:18]=4)[N:13]=[CH:12][C:11]=3[CH:10]=[N:9]2)=[CH:6][N:7]=1. The reactants are Cl[C:2]1[C:3]([N:24]2[CH2:29][CH2:28][CH2:27][C@H:26]([NH:30][C:31](=[O:37])[O:32][C:33]([CH3:36])([CH3:35])[CH3:34])[CH2:25]2)=[N:4][C:5]([N:8]2[C:16]3[CH:15]=[C:14]([C:17]4[CH:22]=[N:21][CH:20]=[C:19]([CH3:23])[N:18]=4)[N:13]=[CH:12][C:11]=3[CH:10]=[N:9]2)=[CH:6][N:7]=1.[CH3:38]B1OB(C)OB(C)O1.C(=O)([O-])[O-].[Na+].[Na+].O. The catalyst is C(#N)C.C([O-])(=O)C.[K+].C1C=CC(P(C2C=CC=CC=2)[C-]2C=CC=C2)=CC=1.C1C=CC(P(C2C=CC=CC=2)[C-]2C=CC=C2)=CC=1.Cl[Pd]Cl.[Fe+2].ClCCl. The yield is 0.700.